From a dataset of Full USPTO retrosynthesis dataset with 1.9M reactions from patents (1976-2016). Predict the reactants needed to synthesize the given product. (1) Given the product [O:28]=[S:24]1(=[O:27])[CH2:25][CH2:26][N:21]([CH2:20][C:19]2[CH:29]=[CH:30][C:16]([NH:1][C:2]3[C:6]([C:7]#[N:8])=[CH:5][N:4]([C:9]4[CH:10]=[CH:11][CH:12]=[CH:13][CH:14]=4)[N:3]=3)=[CH:17][CH:18]=2)[CH2:22][CH2:23]1, predict the reactants needed to synthesize it. The reactants are: [NH2:1][C:2]1[C:6]([C:7]#[N:8])=[CH:5][N:4]([C:9]2[CH:14]=[CH:13][CH:12]=[CH:11][CH:10]=2)[N:3]=1.I[C:16]1[CH:30]=[CH:29][C:19]([CH2:20][N:21]2[CH2:26][CH2:25][S:24](=[O:28])(=[O:27])[CH2:23][CH2:22]2)=[CH:18][CH:17]=1. (2) Given the product [ClH:50].[ClH:50].[ClH:50].[CH2:48]1[C:37]2([CH2:38][NH:39][CH2:40]2)[CH2:36][N:35]1[CH2:34][CH2:33][O:32][C:30]1[CH:29]=[CH:28][N:27]2[C:23]([C:21]([NH:20][C:15]3[CH:16]=[CH:17][CH:18]=[C:19]4[C:14]=3[C:13]([CH3:49])=[N:12][N:11]4[CH2:10][C:8]3[CH:7]=[CH:6][CH:5]=[C:4]([CH:1]([CH3:2])[CH3:3])[N:9]=3)=[O:22])=[CH:24][N:25]=[C:26]2[CH:31]=1, predict the reactants needed to synthesize it. The reactants are: [CH:1]([C:4]1[N:9]=[C:8]([CH2:10][N:11]2[C:19]3[C:14](=[C:15]([NH:20][C:21]([C:23]4[N:27]5[CH:28]=[CH:29][C:30]([O:32][CH2:33][CH2:34][N:35]6[CH2:48][C:37]7([CH2:40][N:39](C(OC(C)(C)C)=O)[CH2:38]7)[CH2:36]6)=[CH:31][C:26]5=[N:25][CH:24]=4)=[O:22])[CH:16]=[CH:17][CH:18]=3)[C:13]([CH3:49])=[N:12]2)[CH:7]=[CH:6][CH:5]=1)([CH3:3])[CH3:2].[ClH:50].O1CCOCC1. (3) Given the product [CH3:1][O:2][C:3]1[CH:4]=[CH:5][C:6]([C:9]([CH3:26])([CH2:14][CH2:36][CH:37]([CH3:39])[CH3:38])[C:10]([O:12][CH3:13])=[O:11])=[CH:7][CH:8]=1, predict the reactants needed to synthesize it. The reactants are: [CH3:1][O:2][C:3]1[CH:8]=[CH:7][C:6]([CH:9]([CH3:14])[C:10]([O:12][CH3:13])=[O:11])=[CH:5][CH:4]=1.CN(C)P(=O)(N(C)C)N(C)C.[CH:26]([N-]C(C)C)(C)C.[Li+].BrC[CH2:36][CH:37]([CH3:39])[CH3:38]. (4) Given the product [CH2:22]([O:24][C:25](=[O:42])/[C:26](=[CH:11]/[C:10]1[CH:13]=[CH:14][C:15]([N:16]2[CH:20]=[C:19]([CH3:21])[N:18]=[CH:17]2)=[C:8]([O:7][CH3:6])[CH:9]=1)/[CH2:27][CH2:28][CH:29]1[O:33][CH2:32][CH2:31][O:30]1)[CH3:23], predict the reactants needed to synthesize it. The reactants are: C1COCC1.[CH3:6][O:7][C:8]1[CH:9]=[C:10]([CH:13]=[CH:14][C:15]=1[N:16]1[CH:20]=[C:19]([CH3:21])[N:18]=[CH:17]1)[CH:11]=O.[CH2:22]([O:24][C:25](=[O:42])[CH:26](P(OCC)(OCC)=O)[CH2:27][CH2:28][CH:29]1[O:33][CH2:32][CH2:31][O:30]1)[CH3:23].O.[OH-].[Li+]. (5) Given the product [N:12]1[CH:17]=[CH:16][C:15]([CH2:18][O:1][C:2]2[CH:3]=[C:4]([CH:9]=[CH:10][CH:11]=2)[C:5]([O:7][CH3:8])=[O:6])=[CH:14][CH:13]=1, predict the reactants needed to synthesize it. The reactants are: [OH:1][C:2]1[CH:3]=[C:4]([CH:9]=[CH:10][CH:11]=1)[C:5]([O:7][CH3:8])=[O:6].[N:12]1[CH:17]=[CH:16][C:15]([CH2:18]O)=[CH:14][CH:13]=1.C1(P(C2C=CC=CC=2)C2C=CC=CC=2)C=CC=CC=1.N(C(OC(C)C)=O)=NC(OC(C)C)=O. (6) Given the product [I:1][C:2]1[CH:3]=[C:4]([C:8]2([C:16]#[N:17])[CH2:14][C@@H:13]3[N:15]([CH2:30][C:31]([F:34])([F:33])[F:32])[C@@H:10]([CH:11]=[CH:12]3)[CH2:9]2)[CH:5]=[N:6][CH:7]=1, predict the reactants needed to synthesize it. The reactants are: [I:1][C:2]1[CH:3]=[C:4]([C:8]2([C:16]#[N:17])[CH2:14][C@H:13]3[NH:15][C@H:10]([CH:11]=[CH:12]3)[CH2:9]2)[CH:5]=[N:6][CH:7]=1.C([O-])([O-])=O.[K+].[K+].FC(F)(F)S(O[CH2:30][C:31]([F:34])([F:33])[F:32])(=O)=O.O.